This data is from Full USPTO retrosynthesis dataset with 1.9M reactions from patents (1976-2016). The task is: Predict the reactants needed to synthesize the given product. (1) Given the product [C:1]([O:5][C:6]([N:8]1[C@@H:12]([C@H:13]([OH:20])[C:14]2[CH:19]=[CH:18][CH:17]=[CH:16][CH:15]=2)[CH2:11][CH2:10][C@H:9]1[CH2:21][C:22]1[CH:23]=[CH:24][C:25]([C:28]([OH:30])=[O:29])=[N:26][CH:27]=1)=[O:7])([CH3:4])([CH3:2])[CH3:3], predict the reactants needed to synthesize it. The reactants are: [C:1]([O:5][C:6]([N:8]1[C@@H:12]([C@H:13]([OH:20])[C:14]2[CH:19]=[CH:18][CH:17]=[CH:16][CH:15]=2)[CH2:11][CH2:10][C@H:9]1[CH2:21][C:22]1[CH:23]=[CH:24][C:25]([C:28]([O:30]C)=[O:29])=[N:26][CH:27]=1)=[O:7])([CH3:4])([CH3:3])[CH3:2].[OH-].[Na+]. (2) Given the product [C:24]1([S:21]([C:17]2[CH:18]=[N:19][C:20]3[C:15]([CH:16]=2)=[CH:14][CH:13]=[CH:12][C:11]=3[O:9][CH2:8][C@@H:4]2[CH2:5][CH2:6][CH2:7][NH:3]2)(=[O:23])=[O:22])[CH:29]=[CH:28][CH:27]=[CH:26][CH:25]=1, predict the reactants needed to synthesize it. The reactants are: [H-].[Na+].[NH:3]1[CH2:7][CH2:6][CH2:5][C@H:4]1[CH2:8][OH:9].F[C:11]1[CH:12]=[CH:13][CH:14]=[C:15]2[C:20]=1[N:19]=[CH:18][C:17]([S:21]([C:24]1[CH:29]=[CH:28][CH:27]=[CH:26][CH:25]=1)(=[O:23])=[O:22])=[CH:16]2. (3) Given the product [CH3:10][C:2]1([CH3:1])[CH2:3][C:4](=[O:5])[CH2:6][C:7](=[C:14]([C:15]#[N:16])[CH:12]([OH:13])[C:11]#[N:17])[CH2:9]1, predict the reactants needed to synthesize it. The reactants are: [CH3:1][C:2]1([CH3:10])[CH2:9][C:7](=O)[CH2:6][C:4](=[O:5])[CH2:3]1.[C:11](#[N:17])[CH:12]([CH2:14][C:15]#[N:16])[OH:13].N1CCCCC1. (4) Given the product [CH2:13]([O:15][C:16]([C:18]1([CH2:32][O:33][CH2:34][C:35]2[CH:40]=[CH:39][CH:38]=[CH:37][CH:36]=2)[CH2:23][CH2:22][N:21]([C:24]([O:26][C:27]([CH3:29])([CH3:28])[CH3:30])=[O:25])[CH2:20][CH2:19]1)=[O:17])[CH3:14], predict the reactants needed to synthesize it. The reactants are: C([Li])CCC.C(NC(C)C)(C)C.[CH2:13]([O:15][C:16]([CH:18]1[CH2:23][CH2:22][N:21]([C:24]([O:26][C:27]([CH3:30])([CH3:29])[CH3:28])=[O:25])[CH2:20][CH2:19]1)=[O:17])[CH3:14].Cl[CH2:32][O:33][CH2:34][C:35]1[CH:40]=[CH:39][CH:38]=[CH:37][CH:36]=1.[Cl-].[NH4+]. (5) Given the product [C:28]([O:27][C@H:12]1[CH2:11][C@H:10]([N:1]2[C:9]3[CH:8]=[CH:7][N:6]=[CH:5][C:4]=3[CH:3]=[CH:2]2)[O:14][C@@H:13]1[CH2:15][O:16][Si:17]([CH:21]([CH3:23])[CH3:22])([CH:24]([CH3:26])[CH3:25])[CH:18]([CH3:20])[CH3:19])(=[O:30])[CH3:29], predict the reactants needed to synthesize it. The reactants are: [N:1]1([C@@H:10]2[O:14][C@H:13]([CH2:15][O:16][Si:17]([CH:24]([CH3:26])[CH3:25])([CH:21]([CH3:23])[CH3:22])[CH:18]([CH3:20])[CH3:19])[C@@H:12]([OH:27])[CH2:11]2)[C:9]2[CH:8]=[CH:7][N:6]=[CH:5][C:4]=2[CH:3]=[CH:2]1.[C:28](OC(=O)C)(=[O:30])[CH3:29].